Predict the reactants needed to synthesize the given product. From a dataset of Full USPTO retrosynthesis dataset with 1.9M reactions from patents (1976-2016). Given the product [ClH:1].[CH3:2][O:3][CH2:4][CH2:5][O:6][C@@H:7]1[CH2:12][CH2:11][CH2:10][N:9]([CH2:13][C@@H:14]2[CH2:19][CH2:18][CH2:17][CH2:16][C@H:15]2[NH2:20])[CH2:8]1, predict the reactants needed to synthesize it. The reactants are: [ClH:1].[CH3:2][O:3][CH2:4][CH2:5][O:6][C@@H:7]1[CH2:12][CH2:11][CH2:10][N:9]([CH2:13][C@@H:14]2[CH2:19][CH2:18][CH2:17][CH2:16][C@H:15]2[NH:20]C(=O)OC(C)(C)C)[CH2:8]1.